From a dataset of Forward reaction prediction with 1.9M reactions from USPTO patents (1976-2016). Predict the product of the given reaction. (1) Given the reactants [CH3:1][O:2][C:3](=[O:14])[CH2:4][C:5]1[CH:10]=[CH:9][C:8]([O:11][CH3:12])=[C:7](Br)[CH:6]=1.[B:15]1([B:15]2[O:19][C:18]([CH3:21])([CH3:20])[C:17]([CH3:23])([CH3:22])[O:16]2)[O:19][C:18]([CH3:21])([CH3:20])[C:17]([CH3:23])([CH3:22])[O:16]1.C([O-])(=O)C.[K+], predict the reaction product. The product is: [CH3:1][O:2][C:3](=[O:14])[CH2:4][C:5]1[CH:10]=[CH:9][C:8]([O:11][CH3:12])=[C:7]([B:15]2[O:19][C:18]([CH3:21])([CH3:20])[C:17]([CH3:23])([CH3:22])[O:16]2)[CH:6]=1. (2) Given the reactants N[C:2]1[S:3][CH:4]=[C:5]([CH:7]([CH3:46])[C:8]([NH:10][C:11]2[CH:45]=[CH:44][C:14]([CH2:15][C@@H:16]3[CH2:20][CH2:19][C@H:18]([C@H:21]([O:29][Si](C(C)(C)C)(C)C)[C:22]4[CH:27]=[CH:26][CH:25]=[C:24]([F:28])[CH:23]=4)[N:17]3C(OC(C)(C)C)=O)=[CH:13][CH:12]=2)=[O:9])[N:6]=1.Cl, predict the reaction product. The product is: [F:28][C:24]1[CH:23]=[C:22]([C@@H:21]([OH:29])[C@@H:18]2[NH:17][C@H:16]([CH2:15][C:14]3[CH:13]=[CH:12][C:11]([NH:10][C:8](=[O:9])[CH:7]([C:5]4[N:6]=[CH:2][S:3][CH:4]=4)[CH3:46])=[CH:45][CH:44]=3)[CH2:20][CH2:19]2)[CH:27]=[CH:26][CH:25]=1. (3) Given the reactants [C:1]([O-:4])([OH:3])=O.[Na+].ClC(OC(Cl)C)=O.[CH2:13]([O:15][C:16]([C:18]1[CH:19]2[N:43](C)[CH:23]([CH2:24][C:25]=1[C:26]1[CH:31]=[CH:30][CH:29]=[C:28]([O:32][CH2:33][CH2:34][O:35][Si](C(C)(C)C)(C)C)[CH:27]=1)[CH2:22][N:21]([C:45]([O:47][C:48]([CH3:51])([CH3:50])[CH3:49])=[O:46])[CH2:20]2)=[O:17])[CH3:14].CCN(C(C)C)C(C)C.[CH3:61][C:62](OC(OC(O[C:62]([CH3:64])([CH3:63])[CH3:61])=O)=O)([CH3:64])[CH3:63], predict the reaction product. The product is: [CH2:13]([O:15][C:16]([C:18]1[CH:19]2[N:43]([C:1]([O:4][C:62]([CH3:64])([CH3:63])[CH3:61])=[O:3])[CH:23]([CH2:24][C:25]=1[C:26]1[CH:31]=[CH:30][CH:29]=[C:28]([O:32][CH2:33][CH2:34][OH:35])[CH:27]=1)[CH2:22][N:21]([C:45]([O:47][C:48]([CH3:51])([CH3:50])[CH3:49])=[O:46])[CH2:20]2)=[O:17])[CH3:14]. (4) Given the reactants [O:1]1[C:10]2[C:5](=[CH:6][CH:7]=[CH:8][CH:9]=2)[CH:4]=[CH:3][CH2:2]1, predict the reaction product. The product is: [O:1]1[C:10]2[C:5](=[CH:6][CH:7]=[CH:8][CH:9]=2)[CH2:4][CH2:3][CH2:2]1. (5) Given the reactants [NH:1]1[C:5]([C:6]2[S:10][C:9]([NH:11][C:12]3[C:13]([O:18][C:19]4[CH:24]=[CH:23][CH:22]=[CH:21][C:20]=4[C:25]([CH3:28])([CH3:27])[CH3:26])=[N:14][CH:15]=[CH:16][CH:17]=3)=[N:8][C:7]=2[C:29]([F:32])([F:31])[F:30])=[N:4][N:3]=[N:2]1.[CH3:33]N(CCCN=C(N)C1C=CC(C2NC(C3C=CC(C(N)=NCCCN(C)C)=CC=3)=CC=2)=CC=1)C, predict the reaction product. The product is: [C:25]([C:20]1[CH:21]=[CH:22][CH:23]=[CH:24][C:19]=1[O:18][C:13]1[C:12]([NH:11][C:9]2[S:10][C:6]([C:5]3[N:1]=[N:2][N:3]([CH3:33])[N:4]=3)=[C:7]([C:29]([F:31])([F:32])[F:30])[N:8]=2)=[CH:17][CH:16]=[CH:15][N:14]=1)([CH3:28])([CH3:26])[CH3:27]. (6) Given the reactants [CH3:1][N:2]([CH2:4][CH:5]1[CH2:8][CH:7]([C:9]2[N:13]3[CH:14]=[CH:15][N:16]=[C:17]([NH2:18])[C:12]3=[C:11]([C:19]3[CH:24]=[CH:23][CH:22]=[C:21]([O:25][CH2:26][C:27]4[CH:32]=[CH:31][CH:30]=[CH:29][CH:28]=4)[CH:20]=3)[N:10]=2)[CH2:6]1)[CH3:3].N1CC[CH2:34]1, predict the reaction product. The product is: [N:2]1([CH2:4][C@@H:5]2[CH2:6][C@H:7]([C:9]3[N:13]4[CH:14]=[CH:15][N:16]=[C:17]([NH2:18])[C:12]4=[C:11]([C:19]4[CH:24]=[CH:23][CH:22]=[C:21]([O:25][CH2:26][C:27]5[CH:28]=[CH:29][CH:30]=[CH:31][CH:32]=5)[CH:20]=4)[N:10]=3)[CH2:8]2)[CH2:1][CH2:34][CH2:3]1.